Dataset: Forward reaction prediction with 1.9M reactions from USPTO patents (1976-2016). Task: Predict the product of the given reaction. (1) Given the reactants [CH3:1][NH:2][C:3]([N:5]1[CH2:10][CH2:9][C:8]2[N:11]([CH:32]3[CH2:37][CH2:36][O:35][CH2:34][CH2:33]3)[N:12]=[C:13]([N:14]3[C:23]4[C:18](=[CH:19][C:20]([C:26]5[CH:27]=[N:28][N:29]([CH3:31])[CH:30]=5)=[C:21]([CH:24]=[CH2:25])[CH:22]=4)[CH2:17][CH2:16][CH2:15]3)[C:7]=2[CH2:6]1)=[O:4], predict the reaction product. The product is: [CH2:24]([C:21]1[CH:22]=[C:23]2[C:18]([CH2:17][CH2:16][CH2:15][N:14]2[C:13]2[C:7]3[CH2:6][N:5]([C:3]([NH:2][CH3:1])=[O:4])[CH2:10][CH2:9][C:8]=3[N:11]([CH:32]3[CH2:37][CH2:36][O:35][CH2:34][CH2:33]3)[N:12]=2)=[CH:19][C:20]=1[C:26]1[CH:27]=[N:28][N:29]([CH3:31])[CH:30]=1)[CH3:25]. (2) Given the reactants COP([CH2:7][C:8](=[O:17])[CH2:9][O:10][C:11]1[CH:16]=[CH:15][CH:14]=[CH:13][CH:12]=1)(=O)OC.P([O-])([O-])([O-])=O.[K+].[K+].[K+].[CH:26]([C@@H:28]1[C@@H:37]2[C@@H:31]([O:32][CH2:33][C@@H:34]([CH2:38][CH2:39][CH2:40][C:41]([O:43][CH:44]([CH3:46])[CH3:45])=[O:42])[CH2:35][CH2:36]2)[CH2:30][C@H:29]1[O:47][CH:48]1[CH2:53][CH2:52][CH2:51][CH2:50][O:49]1)=O.[Cl-].[NH4+], predict the reaction product. The product is: [O:17]=[C:8]([CH2:9][O:10][C:11]1[CH:12]=[CH:13][CH:14]=[CH:15][CH:16]=1)/[CH:7]=[CH:26]/[C@@H:28]1[C@@H:37]2[C@@H:31]([O:32][CH2:33][C@@H:34]([CH2:38][CH2:39][CH2:40][C:41]([O:43][CH:44]([CH3:45])[CH3:46])=[O:42])[CH2:35][CH2:36]2)[CH2:30][C@H:29]1[O:47][CH:48]1[CH2:53][CH2:52][CH2:51][CH2:50][O:49]1. (3) Given the reactants Cl[C:2]1[N:7]=[CH:6][C:5]([NH2:8])=[C:4]([C:9]2[C:10]([F:32])=[N:11][CH:12]=[C:13]([C:15]3[CH:20]=[C:19]([O:21][CH3:22])[C:18]([CH2:23][N:24]4[CH2:29][CH2:28][CH2:27][CH2:26][CH2:25]4)=[C:17]([O:30][CH3:31])[CH:16]=3)[CH:14]=2)[CH:3]=1.[CH3:33][N:34]1[CH:38]=[C:37](B2OC(C)(C)C(C)(C)O2)[CH:36]=[N:35]1, predict the reaction product. The product is: [CH3:31][O:30][C:17]1[CH:16]=[C:15]([C:13]2[CH:14]=[C:9]([C:4]3[CH:3]=[C:2]([C:37]4[CH:36]=[N:35][N:34]([CH3:33])[CH:38]=4)[N:7]=[CH:6][C:5]=3[NH2:8])[C:10]([F:32])=[N:11][CH:12]=2)[CH:20]=[C:19]([O:21][CH3:22])[C:18]=1[CH2:23][N:24]1[CH2:29][CH2:28][CH2:27][CH2:26][CH2:25]1. (4) Given the reactants [C:1](=[O:4])([O-])[O-].[K+].[K+].[Cl:7][C:8]1[CH:9]=[C:10]([C@@H:18]([CH2:32][CH:33]2[CH2:37][CH2:36][CH2:35][CH2:34]2)[C:19]([NH:21][C:22]2[CH:27]=[N:26][C:25](C=C(C)C)=[CH:24][N:23]=2)=[O:20])[CH:11]=[CH:12][C:13]=1[S:14]([CH3:17])(=[O:16])=[O:15].CS(N)(=O)=O.S([O-])([O-])=[O:44].[Na+].[Na+].[C:49]1([CH3:55])C=CC=C[CH:50]=1, predict the reaction product. The product is: [Cl:7][C:8]1[CH:9]=[C:10]([C@@H:18]([CH2:32][CH:33]2[CH2:34][CH2:35][CH2:36][CH2:37]2)[C:19]([NH:21][C:22]2[CH:27]=[N:26][C:25]([C@H:1]([OH:4])[C:49]([OH:44])([CH3:55])[CH3:50])=[CH:24][N:23]=2)=[O:20])[CH:11]=[CH:12][C:13]=1[S:14]([CH3:17])(=[O:16])=[O:15]. (5) Given the reactants Cl.[Br:2][C:3]1[CH:4]=[C:5]([C:9](=[NH:11])[NH2:10])[CH:6]=[CH:7][CH:8]=1.[CH3:12][C:13]1([CH3:27])[CH2:18][CH:17]([C:19](=O)[C:20]([O:22][CH2:23][CH3:24])=[O:21])[C:16](=O)[CH2:15][CH2:14]1.[O-]CC.[Na+], predict the reaction product. The product is: [Br:2][C:3]1[CH:4]=[C:5]([C:9]2[N:10]=[C:19]([C:20]([O:22][CH2:23][CH3:24])=[O:21])[C:17]3[CH2:18][C:13]([CH3:12])([CH3:27])[CH2:14][CH2:15][C:16]=3[N:11]=2)[CH:6]=[CH:7][CH:8]=1.